This data is from Catalyst prediction with 721,799 reactions and 888 catalyst types from USPTO. The task is: Predict which catalyst facilitates the given reaction. (1) Reactant: [OH:1][C:2]([C:5]1([NH:10][C:11]([C:13]2[C:21]3[C:16](=[N:17][CH:18]=[C:19]([CH:22]4[CH2:24][CH2:23]4)[N:20]=3)[NH:15][CH:14]=2)=[O:12])[CH2:9][CH2:8][NH:7][CH2:6]1)([CH3:4])[CH3:3].[ClH:25]. Product: [ClH:25].[OH:1][C:2]([C:5]1([NH:10][C:11]([C:13]2[C:21]3[C:16](=[N:17][CH:18]=[C:19]([CH:22]4[CH2:23][CH2:24]4)[N:20]=3)[NH:15][CH:14]=2)=[O:12])[CH2:9][CH2:8][NH:7][CH2:6]1)([CH3:4])[CH3:3]. The catalyst class is: 5. (2) Reactant: [CH3:1][C:2]1[CH:3]=[CH:4][CH:5]=[C:6]2[C:11]=1[O:10][C:9](=[O:12])[CH2:8][CH2:7]2.[Cl-].[Cl-].[Cl-].[Al+3].O. Product: [OH:10][C:11]1[C:2]([CH3:1])=[CH:3][CH:4]=[C:5]2[C:6]=1[CH2:7][CH2:8][C:9]2=[O:12]. The catalyst class is: 5. (3) Reactant: [F:1][C:2]([F:20])([F:19])[C:3]1[CH:8]=[CH:7][CH:6]=[CH:5][C:4]=1[C:9]1[N:14]=[CH:13][N:12]=[C:11]([C:15](=[N:17][OH:18])[NH2:16])[CH:10]=1.[C:21](N1C=CN=C1)(N1C=CN=C1)=[O:22].N12CCCN=C1CCCCC2.Cl. Product: [F:20][C:2]([F:19])([F:1])[C:3]1[CH:8]=[CH:7][CH:6]=[CH:5][C:4]=1[C:9]1[N:14]=[CH:13][N:12]=[C:11]([C:15]2[NH:17][O:18][C:21](=[O:22])[N:16]=2)[CH:10]=1. The catalyst class is: 132. (4) Reactant: [Cl:1][C:2]1[N:7]=[C:6]([C:8]2[NH:9][C:10]3[C:15]([CH:16]=2)=[C:14]([F:17])[CH:13]=[CH:12][CH:11]=3)[C:5]([OH:18])=[CH:4][CH:3]=1.[OH-].[Na+]. Product: [Cl:1][C:2]1[N:7]=[C:6]([CH:8]2[CH2:16][C:15]3[C:10](=[CH:11][CH:12]=[CH:13][C:14]=3[F:17])[NH:9]2)[C:5]([OH:18])=[CH:4][CH:3]=1. The catalyst class is: 14. (5) Reactant: C(OC(=O)[NH:7][CH2:8][CH2:9][C:10]1[CH:15]=[CH:14][C:13]([OH:16])=[CH:12][CH:11]=1)(C)(C)C.[H-].[Na+].Cl[C:21]1[CH:29]=[CH:28][C:24]([C:25]([NH2:27])=[O:26])=[CH:23][N:22]=1. Product: [NH2:7][CH2:8][CH2:9][C:10]1[CH:11]=[CH:12][C:13]([O:16][C:21]2[CH:29]=[CH:28][C:24]([C:25]([NH2:27])=[O:26])=[CH:23][N:22]=2)=[CH:14][CH:15]=1. The catalyst class is: 3.